Dataset: Full USPTO retrosynthesis dataset with 1.9M reactions from patents (1976-2016). Task: Predict the reactants needed to synthesize the given product. (1) Given the product [N:20]1([CH2:2][CH2:3][CH2:4][O:5][C:6]2[CH:11]=[CH:10][C:9]([C:12]3([C:18]#[N:19])[CH2:17][CH2:16][CH2:15][CH2:14][CH2:13]3)=[CH:8][CH:7]=2)[CH2:25][CH2:24][CH2:23][CH2:22][CH2:21]1, predict the reactants needed to synthesize it. The reactants are: Br[CH2:2][CH2:3][CH2:4][O:5][C:6]1[CH:11]=[CH:10][C:9]([C:12]2([C:18]#[N:19])[CH2:17][CH2:16][CH2:15][CH2:14][CH2:13]2)=[CH:8][CH:7]=1.[NH:20]1[CH2:25][CH2:24][CH2:23][CH2:22][CH2:21]1.C(=O)([O-])[O-].[Na+].[Na+].C(O)CCC. (2) Given the product [CH2:13]([O:20][C:21](=[O:24])[CH2:22][N:3]1[C:4]2[CH:10]=[CH:9][CH:8]=[CH:7][C:5]=2[NH:6][C:2]1=[O:1])[C:14]1[CH:19]=[CH:18][CH:17]=[CH:16][CH:15]=1, predict the reactants needed to synthesize it. The reactants are: [OH:1][C:2]1[NH:3][C:4]2[CH:10]=[CH:9][CH:8]=[CH:7][C:5]=2[N:6]=1.[H-].[Na+].[CH2:13]([O:20][C:21](=[O:24])[CH2:22]Br)[C:14]1[CH:19]=[CH:18][CH:17]=[CH:16][CH:15]=1. (3) Given the product [OH:1][C:2]1[CH:9]=[CH:8][C:7]([O:10][CH3:11])=[CH:6][C:3]=1/[CH:4]=[C:24]1/[C:22](=[O:23])[N:21]=[C:19]([N:12]2[CH2:17][CH2:16][CH2:15][CH2:14][CH2:13]2)[S:18]/1, predict the reactants needed to synthesize it. The reactants are: [OH:1][C:2]1[CH:9]=[CH:8][C:7]([O:10][CH3:11])=[CH:6][C:3]=1[CH:4]=O.[NH:12]1[CH2:17][CH2:16][CH2:15][CH2:14][CH2:13]1.[S:18]1[CH2:24][C:22](=[O:23])[NH:21][C:19]1=S. (4) Given the product [Br:1][C:2]1[CH:3]=[CH:6][C:7]([C:10]([F:11])([F:12])[F:13])=[CH:8][C:9]=1[CH:14]([O:18][CH2:19][CH3:20])[O:21][CH2:22][CH3:23], predict the reactants needed to synthesize it. The reactants are: [Br:1][C:2]1[CH:9]=[CH:8][C:7]([C:10]([F:13])([F:12])[F:11])=[CH:6][C:3]=1C=O.[CH:14]([O:21][CH2:22][CH3:23])([O:18][CH2:19][CH3:20])OCC.[Br-].[Br-].[Br-].C([N+](CCCC)(CCCC)CCCC)CCC.C([N+](CCCC)(CCCC)CCCC)CCC.C([N+](CCCC)(CCCC)CCCC)CCC.